This data is from Catalyst prediction with 721,799 reactions and 888 catalyst types from USPTO. The task is: Predict which catalyst facilitates the given reaction. (1) Reactant: [CH:1]([N:4]1[CH2:9][CH2:8][N:7]([C:10]([C:12]2[CH:22]=[CH:21][C:15]3[S:16][CH:17]=[C:18]([CH:19]=O)[C:14]=3[CH:13]=2)=[O:11])[CH2:6][CH2:5]1)([CH3:3])[CH3:2].[NH:23]1[CH2:28][CH2:27][CH2:26][CH2:25][CH2:24]1.[BH-](OC(C)=O)(OC(C)=O)OC(C)=O.[Na+]. The catalyst class is: 2. Product: [CH:1]([N:4]1[CH2:9][CH2:8][N:7]([C:10]([C:12]2[CH:22]=[CH:21][C:15]3[S:16][CH:17]=[C:18]([CH2:19][N:23]4[CH2:28][CH2:27][CH2:26][CH2:25][CH2:24]4)[C:14]=3[CH:13]=2)=[O:11])[CH2:6][CH2:5]1)([CH3:3])[CH3:2]. (2) Reactant: [N+:1]([C:4]1[CH:11]=[CH:10][C:7]([CH:8]=O)=[CH:6][CH:5]=1)([O-:3])=[O:2].[C:12]([CH2:17][CH:18]=P(C1C=CC=CC=1)(C1C=CC=CC=1)C1C=CC=CC=1)([O:14][CH2:15][CH3:16])=[O:13].CCCCC. Product: [N+:1]([C:4]1[CH:11]=[CH:10][C:7](/[CH:8]=[C:17](\[CH3:18])/[C:12]([O:14][CH2:15][CH3:16])=[O:13])=[CH:6][CH:5]=1)([O-:3])=[O:2]. The catalyst class is: 11. (3) Reactant: [NH2:1][N:2]1[C:11]2[C:6](=[CH:7][CH:8]=[CH:9][CH:10]=2)[C:5]([OH:12])=[C:4]([C:13]2[NH:18][C:17]3[CH:19]=[CH:20][C:21]([O:23][CH2:24][C:25]4[CH:30]=[CH:29][CH:28]=[CH:27][CH:26]=4)=[CH:22][C:16]=3[S:15](=[O:32])(=[O:31])[N:14]=2)[C:3]1=[O:33].[C:34]1(=O)[CH2:38][CH2:37][CH2:36][CH2:35]1. Product: [CH2:24]([O:23][C:21]1[CH:20]=[CH:19][C:17]2[NH:18][C:13]([C:4]3[C:3](=[O:33])[N:2]([N:1]=[C:34]4[CH2:38][CH2:37][CH2:36][CH2:35]4)[C:11]4[C:6]([C:5]=3[OH:12])=[CH:7][CH:8]=[CH:9][CH:10]=4)=[N:14][S:15](=[O:32])(=[O:31])[C:16]=2[CH:22]=1)[C:25]1[CH:26]=[CH:27][CH:28]=[CH:29][CH:30]=1. The catalyst class is: 80.